Dataset: NCI-60 drug combinations with 297,098 pairs across 59 cell lines. Task: Regression. Given two drug SMILES strings and cell line genomic features, predict the synergy score measuring deviation from expected non-interaction effect. (1) Drug 1: C1=CC(=CC=C1C#N)C(C2=CC=C(C=C2)C#N)N3C=NC=N3. Drug 2: CS(=O)(=O)OCCCCOS(=O)(=O)C. Cell line: MDA-MB-231. Synergy scores: CSS=3.38, Synergy_ZIP=1.76, Synergy_Bliss=6.45, Synergy_Loewe=1.48, Synergy_HSA=1.81. (2) Drug 1: CCCS(=O)(=O)NC1=C(C(=C(C=C1)F)C(=O)C2=CNC3=C2C=C(C=N3)C4=CC=C(C=C4)Cl)F. Drug 2: CC(CN1CC(=O)NC(=O)C1)N2CC(=O)NC(=O)C2. Synergy scores: CSS=2.29, Synergy_ZIP=-2.21, Synergy_Bliss=-2.94, Synergy_Loewe=-4.91, Synergy_HSA=-5.22. Cell line: OVCAR-4. (3) Drug 1: CC1=C2C(C(=O)C3(C(CC4C(C3C(C(C2(C)C)(CC1OC(=O)C(C(C5=CC=CC=C5)NC(=O)OC(C)(C)C)O)O)OC(=O)C6=CC=CC=C6)(CO4)OC(=O)C)OC)C)OC. Drug 2: C(=O)(N)NO. Cell line: SW-620. Synergy scores: CSS=35.4, Synergy_ZIP=-3.46, Synergy_Bliss=-3.96, Synergy_Loewe=-17.7, Synergy_HSA=-2.40. (4) Drug 1: C1CN(CCN1C(=O)CCBr)C(=O)CCBr. Drug 2: C(CN)CNCCSP(=O)(O)O. Cell line: A549. Synergy scores: CSS=42.0, Synergy_ZIP=3.85, Synergy_Bliss=3.24, Synergy_Loewe=-22.5, Synergy_HSA=4.67.